From a dataset of Forward reaction prediction with 1.9M reactions from USPTO patents (1976-2016). Predict the product of the given reaction. Given the reactants [N:1]1OC([O-])=[C:4]2[CH2:9][CH2:8][CH2:7][CH2:6][N+:5]=12.[F:11][C:12]1[CH:17]=[CH:16][C:15]([C:18]#[C:19][C:20]2[CH:25]=[CH:24][N:23]=[CH:22][CH:21]=2)=[CH:14][CH:13]=1, predict the reaction product. The product is: [F:11][C:12]1[CH:13]=[CH:14][C:15]([C:18]2[C:19]([C:20]3[CH:21]=[CH:22][N:23]=[CH:24][CH:25]=3)=[C:4]3[CH2:9][CH2:8][CH2:7][CH2:6][N:5]3[N:1]=2)=[CH:16][CH:17]=1.